Dataset: Catalyst prediction with 721,799 reactions and 888 catalyst types from USPTO. Task: Predict which catalyst facilitates the given reaction. (1) Reactant: [Br:1][C:2]1[CH:7]=[C:6]([F:8])[CH:5]=[CH:4][C:3]=1[CH:9]1[N:14]=[C:13]([C:15]2[S:16][CH:17]=[CH:18][N:19]=2)[NH:12][C:11]([CH2:20][N:21]2[CH2:26][CH2:25][O:24][CH2:23][CH:22]2[C:27](O)=[O:28])=[C:10]1[C:30]([O:32][CH2:33][CH3:34])=[O:31].Cl.[CH3:36][O:37][NH2:38].CCN=C=NCCCN(C)C.Cl.C1C=NC2N(O)N=NC=2C=1. Product: [Br:1][C:2]1[CH:7]=[C:6]([F:8])[CH:5]=[CH:4][C:3]=1[CH:9]1[C:10]([C:30]([O:32][CH2:33][CH3:34])=[O:31])=[C:11]([CH2:20][N:21]2[CH2:26][CH2:25][O:24][CH2:23][C@H:22]2[C:27](=[O:28])[NH:38][O:37][CH3:36])[NH:12][C:13]([C:15]2[S:16][CH:17]=[CH:18][N:19]=2)=[N:14]1. The catalyst class is: 2. (2) Reactant: [OH:1][CH2:2][C:3]1[C:4]([C:11]2[NH:12][CH:13]=[CH:14][N:15]=2)=[C:5]([OH:10])[C:6]([CH3:9])=[N:7][CH:8]=1.CI.[C:18]([O-])([O-])=O.[K+].[K+].O. Product: [OH:1][CH2:2][C:3]1[C:4]([C:11]2[N:15]([CH3:18])[CH:14]=[CH:13][N:12]=2)=[C:5]([OH:10])[C:6]([CH3:9])=[N:7][CH:8]=1. The catalyst class is: 3. (3) Reactant: C(=O)([O-])[O-].[K+].[K+].Br[CH2:8][C@H:9]([C:11]1[CH:16]=[CH:15][C:14]([O:17][C:18]([F:21])([F:20])[F:19])=[CH:13][CH:12]=1)[OH:10]. Product: [F:19][C:18]([F:21])([F:20])[O:17][C:14]1[CH:15]=[CH:16][C:11]([C@H:9]2[CH2:8][O:10]2)=[CH:12][CH:13]=1. The catalyst class is: 5. (4) Reactant: C(N(C(C)C)CC)(C)C.FC(F)(F)S(O[CH2:16][C:17]([F:20])([F:19])[F:18])(=O)=O.FC(F)(F)C(O)=O.[Br:30][C:31]1[CH:36]=[CH:35][C:34]([CH:37]2[CH2:41][CH2:40][NH:39][CH2:38]2)=[CH:33][CH:32]=1. Product: [Br:30][C:31]1[CH:32]=[CH:33][C:34]([CH:37]2[CH2:41][CH2:40][N:39]([CH2:16][C:17]([F:20])([F:19])[F:18])[CH2:38]2)=[CH:35][CH:36]=1. The catalyst class is: 346. (5) Reactant: [CH3:1][C:2]1[CH:7]=[CH:6][CH:5]=[CH:4][C:3]=1[C:8]1[CH:13]=[CH:12][C:11]([C:14]([N:16]2[CH2:23][C:22](=O)[CH2:21][C@H:17]2[C:18]([OH:20])=[O:19])=[O:15])=[CH:10][CH:9]=1.Cl.[CH3:26][O:27][NH2:28].ClCCl. Product: [CH3:26][O:27][N:28]=[C:22]1[CH2:23][N:16]([C:14]([C:11]2[CH:12]=[CH:13][C:8]([C:3]3[CH:4]=[CH:5][CH:6]=[CH:7][C:2]=3[CH3:1])=[CH:9][CH:10]=2)=[O:15])[C@H:17]([C:18]([OH:20])=[O:19])[CH2:21]1. The catalyst class is: 66.